This data is from Reaction yield outcomes from USPTO patents with 853,638 reactions. The task is: Predict the reaction yield, written as a fraction of the theoretical maximum amount of product (1.0 means a 100% yield; for example, 0.34 means a 34% yield). (1) The reactants are [N:1]1[C:6]([CH2:7][OH:8])=[CH:5][CH:4]=[CH:3][C:2]=1[CH2:9][OH:10].[H-].[Na+].[CH2:13](Br)[CH:14]=[CH2:15].O. The catalyst is CN(C=O)C. The product is [CH2:15]([O:8][CH2:7][C:6]1[N:1]=[C:2]([CH2:9][OH:10])[CH:3]=[CH:4][CH:5]=1)[CH:14]=[CH2:13]. The yield is 0.240. (2) The reactants are [N+:1]([C:4]1[CH:12]=[C:11]([C:13]([F:16])([F:15])[F:14])[CH:10]=[CH:9][C:5]=1[C:6]([OH:8])=[O:7])([O-])=O.[H][H]. The catalyst is CCO.[Pd]. The product is [NH2:1][C:4]1[CH:12]=[C:11]([C:13]([F:14])([F:15])[F:16])[CH:10]=[CH:9][C:5]=1[C:6]([OH:8])=[O:7]. The yield is 0.990.